Predict the reactants needed to synthesize the given product. From a dataset of Full USPTO retrosynthesis dataset with 1.9M reactions from patents (1976-2016). The reactants are: [NH2:1][C:2]1[CH:3]=[C:4]([C:8]2[C:17]3[C:12](=[C:13]([C:18]([F:21])([F:20])[F:19])[CH:14]=[CH:15][CH:16]=3)[N:11]=[CH:10][C:9]=2[C:22]([O:24][CH2:25][CH3:26])=[O:23])[CH:5]=[CH:6][CH:7]=1.[Cl:27][C:28]1[CH:33]=[CH:32][CH:31]=[CH:30][C:29]=1[N:34]=[C:35]=[O:36]. Given the product [Cl:27][C:28]1[CH:33]=[CH:32][CH:31]=[CH:30][C:29]=1[NH:34][C:35]([NH:1][C:2]1[CH:3]=[C:4]([C:8]2[C:17]3[C:12](=[C:13]([C:18]([F:21])([F:19])[F:20])[CH:14]=[CH:15][CH:16]=3)[N:11]=[CH:10][C:9]=2[C:22]([O:24][CH2:25][CH3:26])=[O:23])[CH:5]=[CH:6][CH:7]=1)=[O:36], predict the reactants needed to synthesize it.